From a dataset of Forward reaction prediction with 1.9M reactions from USPTO patents (1976-2016). Predict the product of the given reaction. (1) Given the reactants [CH2:1]([O:3][CH:4]([O:7][CH2:8][CH3:9])[C:5]#[N:6])[CH3:2].[CH3:10][O-:11].[Na+], predict the reaction product. The product is: [CH2:1]([O:3][CH:4]([O:7][CH2:8][CH3:9])[C:5](=[NH:6])[O:11][CH3:10])[CH3:2]. (2) Given the reactants [N:1]1[C:10]2[C:5](=[CH:6][C:7]([C:11](=[O:13])[CH3:12])=[CH:8][CH:9]=2)[CH:4]=[CH:3][CH:2]=1.[O:14]([C:21]1[CH:26]=[CH:25][CH:24]=[C:23](Br)[CH:22]=1)[C:15]1[CH:20]=[CH:19][CH:18]=[CH:17][CH:16]=1.CC(C)([O-])C.[K+], predict the reaction product. The product is: [O:14]([C:21]1[CH:26]=[C:25]([CH2:12][C:11]([C:7]2[CH:6]=[C:5]3[C:10](=[CH:9][CH:8]=2)[N:1]=[CH:2][CH:3]=[CH:4]3)=[O:13])[CH:24]=[CH:23][CH:22]=1)[C:15]1[CH:20]=[CH:19][CH:18]=[CH:17][CH:16]=1. (3) Given the reactants CC1(C)[O:9][C:8](=[O:10])[C:5]2([CH2:7][CH2:6]2)[C:4](=[O:11])O1.[CH2:13]([C:15]1[CH:16]=[C:17]([CH:19]=[CH:20][CH:21]=1)[NH2:18])[CH3:14], predict the reaction product. The product is: [CH2:13]([C:15]1[CH:16]=[C:17]([N:18]2[CH2:6][CH2:7][CH:5]([C:8]([OH:9])=[O:10])[C:4]2=[O:11])[CH:19]=[CH:20][CH:21]=1)[CH3:14]. (4) Given the reactants [C:1]([C@@H:3]([NH:7][C:8]([C:10]1[S:26][C:13]2=[N:14][C:15]3[CH2:16][CH2:17][CH:18]([C:22]([CH3:25])([CH3:24])[CH3:23])[CH2:19][C:20]=3[CH:21]=[C:12]2[CH:11]=1)=[O:9])[CH:4]([CH3:6])[CH3:5])#[N:2].[BH4-].[Na+], predict the reaction product. The product is: [NH2:2][CH2:1][C@@H:3]([NH:7][C:8]([C:10]1[S:26][C:13]2=[N:14][C:15]3[CH2:16][CH2:17][CH:18]([C:22]([CH3:23])([CH3:25])[CH3:24])[CH2:19][C:20]=3[CH:21]=[C:12]2[CH:11]=1)=[O:9])[CH:4]([CH3:5])[CH3:6]. (5) Given the reactants C(OC([N:8]1[CH2:12][CH2:11][C@H:10]([C@H:13]([OH:19])[CH:14]([CH2:17][CH3:18])[CH2:15][CH3:16])[CH2:9]1)=O)(C)(C)C.CN(C=O)C.[H-].[Na+].[Cl:27][C:28]1[CH:33]=[CH:32][CH:31]=[C:30](F)[C:29]=1[Cl:35].Cl.CCO, predict the reaction product. The product is: [Cl:27][C:28]1[C:29]([Cl:35])=[CH:30][CH:31]=[CH:32][C:33]=1[O:19][C@@H:13]([C@H:10]1[CH2:11][CH2:12][NH:8][CH2:9]1)[CH:14]([CH2:15][CH3:16])[CH2:17][CH3:18].